The task is: Predict the reaction yield, written as a fraction of the theoretical maximum amount of product (1.0 means a 100% yield; for example, 0.34 means a 34% yield).. This data is from Reaction yield outcomes from USPTO patents with 853,638 reactions. (1) The reactants are C(OC(=O)[NH:10][CH2:11][C@H:12]1[CH2:16][CH2:15][N:14]([C:17]2[C:26]3[C:21](=[CH:22][C:23]([CH3:27])=[CH:24][CH:25]=3)[N:20]=[C:19]([C:28]3[CH:33]=[CH:32][CH:31]=[CH:30][C:29]=3[OH:34])[N:18]=2)[CH2:13]1)C1C=CC=CC=1. The catalyst is [Pd].CO. The product is [NH2:10][CH2:11][C@H:12]1[CH2:16][CH2:15][N:14]([C:17]2[C:26]3[C:21](=[CH:22][C:23]([CH3:27])=[CH:24][CH:25]=3)[N:20]=[C:19]([C:28]3[CH:33]=[CH:32][CH:31]=[CH:30][C:29]=3[OH:34])[N:18]=2)[CH2:13]1. The yield is 0.450. (2) The reactants are [CH:1]1([C:6]2[CH:7]=[C:8]([OH:12])[CH:9]=[CH:10][CH:11]=2)[CH2:5][CH2:4][CH2:3][CH2:2]1.[F:13][C:14]1[CH:15]=[C:16]([CH:26]([NH:28][C:29]([C:31]2[N:32]=[C:33](Cl)[O:34][CH:35]=2)=[O:30])[CH3:27])[CH:17]=[C:18]([F:25])[C:19]=1[NH:20][S:21]([CH3:24])(=[O:23])=[O:22].C([O-])([O-])=O.[K+].[K+]. No catalyst specified. The product is [F:25][C:18]1[CH:17]=[C:16]([CH:26]([NH:28][C:29]([C:31]2[N:32]=[C:33]([O:12][C:8]3[CH:9]=[CH:10][CH:11]=[C:6]([CH:1]4[CH2:2][CH2:3][CH2:4][CH2:5]4)[CH:7]=3)[O:34][CH:35]=2)=[O:30])[CH3:27])[CH:15]=[C:14]([F:13])[C:19]=1[NH:20][S:21]([CH3:24])(=[O:23])=[O:22]. The yield is 0.750. (3) The reactants are [CH2:1]([C:3]1[C:24]([NH:25][CH2:26][CH2:27][N:28]2[CH2:33][CH2:32][O:31][CH2:30][CH2:29]2)=[CH:23][C:6]2[C:7]([CH3:22])([CH3:21])[C:8]3[NH:9][C:10]4[C:15]([C:16]=3[C:17](=[O:18])[C:5]=2[CH:4]=1)=[CH:14][CH:13]=[C:12]([C:19]#[N:20])[CH:11]=4)[CH3:2].[C:34]([O-:37])([O-])=O.[K+].[K+]. The catalyst is CN(C=O)C.C(OCC)(=O)C. The product is [CH2:1]([C:3]1[C:24]([NH:25][CH2:26][CH2:27][N:28]2[CH2:33][CH2:32][O:31][CH2:30][CH2:29]2)=[CH:23][C:6]2[C:7]([CH3:22])([CH3:21])[C:8]3[N:9]([CH2:26][CH2:27][N:28]4[CH2:33][CH2:34][O:37][CH2:30][CH2:29]4)[C:10]4[C:15]([C:16]=3[C:17](=[O:18])[C:5]=2[CH:4]=1)=[CH:14][CH:13]=[C:12]([C:19]#[N:20])[CH:11]=4)[CH3:2]. The yield is 0.580. (4) The reactants are [F:1][C:2]1[CH:7]=[CH:6][CH:5]=[C:4]([F:8])[C:3]=1[C:9]1[CH:10]=[CH:11][C:12]2[N:13]([C:15]([NH:18][C:19]3[CH:20]=[N:21][CH:22]=[CH:23][C:24]=3[N:25]3[CH:30]([CH3:31])[CH2:29][CH2:28][CH:27]([NH:32]C(=O)OC(C)(C)C)[CH2:26]3)=[N:16][CH:17]=2)[N:14]=1.[C:40]([OH:46])([C:42]([F:45])([F:44])[F:43])=[O:41]. The catalyst is C(Cl)Cl. The product is [F:43][C:42]([F:45])([F:44])[C:40]([OH:46])=[O:41].[F:43][C:42]([F:45])([F:44])[C:40]([OH:46])=[O:41].[F:43][C:42]([F:45])([F:44])[C:40]([OH:46])=[O:41].[NH2:32][CH:27]1[CH2:26][N:25]([C:24]2[CH:23]=[CH:22][N:21]=[CH:20][C:19]=2[NH:18][C:15]2[N:13]3[N:14]=[C:9]([C:3]4[C:2]([F:1])=[CH:7][CH:6]=[CH:5][C:4]=4[F:8])[CH:10]=[CH:11][C:12]3=[CH:17][N:16]=2)[CH:30]([CH3:31])[CH2:29][CH2:28]1. The yield is 0.490. (5) The reactants are [CH2:1]([O:3][C:4]1[C:8]([CH2:9][CH2:10][CH2:11][OH:12])=[CH:7][N:6]([C:13]2[CH:18]=[CH:17][C:16]([C:19]([F:22])([F:21])[F:20])=[CH:15][N:14]=2)[N:5]=1)[CH3:2].O[C:24]1[CH:29]=[CH:28][C:27]([O:30][CH3:31])=[CH:26][C:25]=1[CH2:32][C:33]([O:35]C)=[O:34].C(P(CCCC)CCCC)CCC.N(C(N1CCCCC1)=O)=NC(N1CCCCC1)=O. The catalyst is O1CCCC1. The product is [CH2:1]([O:3][C:4]1[C:8]([CH2:9][CH2:10][CH2:11][O:12][C:24]2[CH:29]=[CH:28][C:27]([O:30][CH3:31])=[CH:26][C:25]=2[CH2:32][C:33]([OH:35])=[O:34])=[CH:7][N:6]([C:13]2[CH:18]=[CH:17][C:16]([C:19]([F:21])([F:20])[F:22])=[CH:15][N:14]=2)[N:5]=1)[CH3:2]. The yield is 0.920. (6) The reactants are [Br:1][C:2]1[C:3]([OH:16])=[C:4]2[C:9](=[CH:10][CH:11]=1)[N:8]([C:12](=[O:14])[CH3:13])[C@@H:7]([CH3:15])[CH2:6][CH2:5]2.[C:17]([C:20]1[CH:25]=[CH:24][C:23](B(O)O)=[CH:22][CH:21]=1)(=[O:19])[NH2:18].N1C=CC=CC=1. The catalyst is C([O-])(=O)C.[Cu+2].C([O-])(=O)C.ClCCl. The product is [C:12]([N:8]1[C:9]2[C:4](=[C:3]([O:16][C:23]3[CH:24]=[CH:25][C:20]([C:17]([NH2:18])=[O:19])=[CH:21][CH:22]=3)[C:2]([Br:1])=[CH:11][CH:10]=2)[CH2:5][CH2:6][C@@H:7]1[CH3:15])(=[O:14])[CH3:13]. The yield is 0.350. (7) The reactants are [I:1][C:2]1[CH:12]=[CH:11][CH:10]=[CH:9][C:3]=1[CH:4]=[CH:5][C:6]([OH:8])=O.O=S(Cl)Cl.[CH2:17]([CH2:19][NH2:20])[OH:18].CCN(CC)CC. No catalyst specified. The product is [OH:18][CH2:17][CH2:19][NH:20][C:6](=[O:8])/[CH:5]=[CH:4]/[C:3]1[CH:9]=[CH:10][CH:11]=[CH:12][C:2]=1[I:1]. The yield is 0.580. (8) The reactants are FC(F)(F)C(OC(=O)C(F)(F)F)=O.[C:14]([CH2:17][S:18][C:19]1[CH:34]=[CH:33][C:22]([O:23][CH2:24][C:25]2[CH:29]=[CH:28][S:27][C:26]=2[C:30]([OH:32])=O)=[CH:21][CH:20]=1)([OH:16])=[O:15]. The catalyst is ClC(Cl)C. The product is [O:32]=[C:30]1[C:33]2[CH:34]=[C:19]([S:18][CH2:17][C:14]([OH:16])=[O:15])[CH:20]=[CH:21][C:22]=2[O:23][CH2:24][C:25]2[CH:29]=[CH:28][S:27][C:26]1=2. The yield is 0.980. (9) The reactants are [CH3:1][N:2]1[CH:6]=[C:5]([NH:7][C:8]2[N:13]=[C:12]([C:14]#[C:15][C:16]3[CH:21]=[CH:20][CH:19]=[CH:18][C:17]=3[C:22]3([C:25]([NH2:27])=[O:26])[CH2:24][CH2:23]3)[C:11]([C:28]([F:31])([F:30])[F:29])=[CH:10][N:9]=2)[CH:4]=[N:3]1. The catalyst is CN(C=O)C.CCOC(C)=O.CCN(CC)CC.[Pd]. The product is [CH3:1][N:2]1[CH:6]=[C:5]([NH:7][C:8]2[N:13]=[C:12]([CH2:14][CH2:15][C:16]3[CH:21]=[CH:20][CH:19]=[CH:18][C:17]=3[C:22]3([C:25]([NH2:27])=[O:26])[CH2:24][CH2:23]3)[C:11]([C:28]([F:29])([F:31])[F:30])=[CH:10][N:9]=2)[CH:4]=[N:3]1. The yield is 0.740.